From a dataset of Reaction yield outcomes from USPTO patents with 853,638 reactions. Predict the reaction yield, written as a fraction of the theoretical maximum amount of product (1.0 means a 100% yield; for example, 0.34 means a 34% yield). (1) The reactants are C([O:8][P:9]([O:19][C:20]1[CH:25]=[CH:24][C:23]([CH:26]2[CH2:31][CH2:30][CH2:29][CH2:28][CH2:27]2)=[C:22]([O:32][P:33]([O:43]CC2C=CC=CC=2)([O:35]CC2C=CC=CC=2)=[O:34])[CH:21]=1)([O:11]CC1C=CC=CC=1)=[O:10])C1C=CC=CC=1. The catalyst is [C].[Pd].C(O)C. The product is [P:9]([O:19][C:20]1[CH:25]=[CH:24][C:23]([CH:26]2[CH2:31][CH2:30][CH2:29][CH2:28][CH2:27]2)=[C:22]([O:32][P:33]([OH:35])([OH:43])=[O:34])[CH:21]=1)([OH:11])([OH:10])=[O:8]. The yield is 0.930. (2) The catalyst is O1CCOCC1.C([O-])([O-])=O.[Na+].[Na+].CCOC(C)=O.C1C=CC(P(C2C=CC=CC=2)[C-]2C=CC=C2)=CC=1.C1C=CC(P(C2C=CC=CC=2)[C-]2C=CC=C2)=CC=1.Cl[Pd]Cl.[Fe+2]. The product is [F:12][C:13]1[CH:18]=[CH:17][CH:16]=[C:15]([F:19])[C:14]=1[C:2]1[N:3]=[C:4]([CH3:11])[C:5]([N+:8]([O-:10])=[O:9])=[CH:6][CH:7]=1. The yield is 0.560. The reactants are Br[C:2]1[CH:7]=[CH:6][C:5]([N+:8]([O-:10])=[O:9])=[C:4]([CH3:11])[N:3]=1.[F:12][C:13]1[CH:18]=[CH:17][CH:16]=[C:15]([F:19])[C:14]=1B(O)O.C(Cl)Cl.